From a dataset of Catalyst prediction with 721,799 reactions and 888 catalyst types from USPTO. Predict which catalyst facilitates the given reaction. (1) Reactant: [H-].[Na+].[NH:3]1[CH:7]=[CH:6][CH:5]=[CH:4]1.[C:8]1([S:14](Cl)(=[O:16])=[O:15])[CH:13]=[CH:12][CH:11]=[CH:10][CH:9]=1. Product: [C:8]1([S:14]([N:3]2[CH:7]=[CH:6][CH:5]=[CH:4]2)(=[O:16])=[O:15])[CH:13]=[CH:12][CH:11]=[CH:10][CH:9]=1. The catalyst class is: 3. (2) Reactant: [C:1]([C:3]1[CH:8]=[CH:7][C:6]([N:9]2[C:13]([C:14]3[CH:19]=[CH:18][C:17]([S:20][CH3:21])=[CH:16][CH:15]=3)=[CH:12][CH:11]=[C:10]2[CH2:22][CH2:23][C:24]([O:26][CH2:27][CH3:28])=[O:25])=[C:5]([CH3:29])[CH:4]=1)#[N:2].C1C=C(Cl)C=C(C(OO)=[O:38])C=1. Product: [C:1]([C:3]1[CH:8]=[CH:7][C:6]([N:9]2[C:13]([C:14]3[CH:19]=[CH:18][C:17]([S:20]([CH3:21])=[O:38])=[CH:16][CH:15]=3)=[CH:12][CH:11]=[C:10]2[CH2:22][CH2:23][C:24]([O:26][CH2:27][CH3:28])=[O:25])=[C:5]([CH3:29])[CH:4]=1)#[N:2]. The catalyst class is: 2. (3) Reactant: [Cl:1][C:2]1[C:3]2[C:10]([I:11])=[CH:9][NH:8][C:4]=2[N:5]=[CH:6][N:7]=1.[C:12]1(B(O)O)[CH:17]=[CH:16][CH:15]=[CH:14][CH:13]=1.N1C=CC=CC=1.N. Product: [Cl:1][C:2]1[C:3]2[C:10]([I:11])=[CH:9][N:8]([C:12]3[CH:17]=[CH:16][CH:15]=[CH:14][CH:13]=3)[C:4]=2[N:5]=[CH:6][N:7]=1. The catalyst class is: 749. (4) Reactant: C([O:3][C:4]([C:6]1([C@H:10]2[CH2:14][N:13]([C@H:15]([C:17]3[CH:22]=[CH:21][CH:20]=[CH:19][CH:18]=3)[CH3:16])[C:12](=[O:23])[C@H:11]2[F:24])[CH2:9][CH2:8][CH2:7]1)=[O:5])C.[OH-].[Na+]. Product: [C:4]([C:6]1([C@H:10]2[CH2:14][N:13]([C@H:15]([C:17]3[CH:18]=[CH:19][CH:20]=[CH:21][CH:22]=3)[CH3:16])[C:12](=[O:23])[C@H:11]2[F:24])[CH2:7][CH2:8][CH2:9]1)([OH:5])=[O:3]. The catalyst class is: 5. (5) Reactant: [C:1]([CH2:3][CH2:4][CH2:5][N:6]1[CH2:11][CH2:10][N:9](C(OC(C)(C)C)=O)[CH2:8][CH:7]1[CH3:19])#[N:2].[ClH:20]. Product: [ClH:20].[CH3:19][CH:7]1[CH2:8][NH:9][CH2:10][CH2:11][N:6]1[CH2:5][CH2:4][CH2:3][C:1]#[N:2]. The catalyst class is: 27. (6) Reactant: [Cl:1][C:2]1[CH:3]=[C:4]([C:9]([CH2:31][N+:32]([O-])=O)([C:27]([F:30])([F:29])[F:28])[CH2:10][C:11]([C:13]2[CH:25]=[CH:24][C:16]([C:17]([NH:19][CH:20]3[CH2:23][S:22][CH2:21]3)=[O:18])=[C:15]([CH3:26])[CH:14]=2)=O)[CH:5]=[C:6]([Cl:8])[CH:7]=1.Cl.O. Product: [Cl:1][C:2]1[CH:3]=[C:4]([C:9]2([C:27]([F:30])([F:29])[F:28])[CH2:31][N:32]=[C:11]([C:13]3[CH:25]=[CH:24][C:16]([C:17]([NH:19][CH:20]4[CH2:23][S:22][CH2:21]4)=[O:18])=[C:15]([CH3:26])[CH:14]=3)[CH2:10]2)[CH:5]=[C:6]([Cl:8])[CH:7]=1. The catalyst class is: 3.